This data is from Forward reaction prediction with 1.9M reactions from USPTO patents (1976-2016). The task is: Predict the product of the given reaction. (1) Given the reactants C(OC(=O)[NH:7][C@@H:8]1[CH2:13][CH2:12][CH2:11][N:10]([C:14]2[N:22]([CH2:23][CH:24]=[C:25]([CH3:27])[CH3:26])[C:21]3[C:20](=[O:28])[N:19]([CH2:29][C:30]([C:32]4[CH:37]=[CH:36][CH:35]=[C:34]([O:38][CH3:39])[CH:33]=4)=[O:31])[CH:18]=[N:17][C:16]=3[C:15]=2[C:40]#[N:41])[CH2:9]1)(C)(C)C.C(O)(C(F)(F)F)=O, predict the reaction product. The product is: [NH2:7][C@@H:8]1[CH2:13][CH2:12][CH2:11][N:10]([C:14]2[N:22]([CH2:23][CH:24]=[C:25]([CH3:27])[CH3:26])[C:21]3[C:20](=[O:28])[N:19]([CH2:29][C:30]([C:32]4[CH:37]=[CH:36][CH:35]=[C:34]([O:38][CH3:39])[CH:33]=4)=[O:31])[CH:18]=[N:17][C:16]=3[C:15]=2[C:40]#[N:41])[CH2:9]1. (2) Given the reactants [NH2:1][C:2]1[C:3]([N+:13]([O-:15])=[O:14])=[C:4]([CH:9]=[C:10](Cl)[CH:11]=1)[C:5]([O:7][CH3:8])=[O:6].[NH:16]1[CH2:21][CH2:20][O:19][CH2:18][CH2:17]1.C([O-])([O-])=O.[K+].[K+].O, predict the reaction product. The product is: [NH2:1][C:2]1[C:3]([N+:13]([O-:15])=[O:14])=[C:4]([CH:9]=[C:10]([N:16]2[CH2:21][CH2:20][O:19][CH2:18][CH2:17]2)[CH:11]=1)[C:5]([O:7][CH3:8])=[O:6].